Dataset: Catalyst prediction with 721,799 reactions and 888 catalyst types from USPTO. Task: Predict which catalyst facilitates the given reaction. Product: [NH2:24][C:17]1[C:16]([O:15][CH3:14])=[CH:23][CH:22]=[CH:21][C:18]=1[CH:19]=[O:20]. Reactant: COC1C=CC=C2C=1N=C(N)N=C2.[CH3:14][O:15][C:16]1[C:17]([N+:24]([O-])=O)=[C:18]([CH:21]=[CH:22][CH:23]=1)[CH:19]=[O:20].[NH4+].[Cl-]. The catalyst class is: 415.